Predict the product of the given reaction. From a dataset of Forward reaction prediction with 1.9M reactions from USPTO patents (1976-2016). (1) Given the reactants [CH:1]([O:4][C:5]([N:7]1[CH2:12][CH2:11][CH:10]([O:13][C:14]2[CH:19]=[C:18](Cl)[N:17]=[C:16]([CH3:21])[N:15]=2)[CH2:9][CH2:8]1)=[O:6])([CH3:3])[CH3:2].[CH3:22][S:23]([C:26]1[CH:27]=[C:28]2[C:32](=[CH:33][CH:34]=1)[NH:31][CH2:30][CH2:29]2)(=[O:25])=[O:24].[H-].[Na+], predict the reaction product. The product is: [CH:1]([O:4][C:5]([N:7]1[CH2:12][CH2:11][CH:10]([O:13][C:14]2[CH:19]=[C:18]([N:31]3[C:32]4[C:28](=[CH:27][C:26]([S:23]([CH3:22])(=[O:25])=[O:24])=[CH:34][CH:33]=4)[CH2:29][CH2:30]3)[N:17]=[C:16]([CH3:21])[N:15]=2)[CH2:9][CH2:8]1)=[O:6])([CH3:3])[CH3:2]. (2) Given the reactants Cl[Sn]Cl.Cl.[C:5]([NH:9][CH2:10][C:11]1[CH:16]=[C:15]([N+:17]([O-])=O)[CH:14]=[CH:13][C:12]=1[N:20]1[CH2:25][CH2:24][N:23]([CH3:26])[CH2:22][CH2:21]1)([CH3:8])([CH3:7])[CH3:6].C([O-])([O-])=O.[Na+].[Na+], predict the reaction product. The product is: [C:5]([NH:9][CH2:10][C:11]1[CH:16]=[C:15]([CH:14]=[CH:13][C:12]=1[N:20]1[CH2:25][CH2:24][N:23]([CH3:26])[CH2:22][CH2:21]1)[NH2:17])([CH3:8])([CH3:7])[CH3:6].